Dataset: Full USPTO retrosynthesis dataset with 1.9M reactions from patents (1976-2016). Task: Predict the reactants needed to synthesize the given product. (1) Given the product [C:17]([O:20][CH2:21][C:22]1[C:23]([N:37]2[CH2:49][CH2:48][N:40]3[C:41]4[CH2:42][CH2:43][CH2:44][CH2:45][C:46]=4[CH:47]=[C:39]3[C:38]2=[O:50])=[N:24][CH:25]=[CH:26][C:27]=1[C:2]1[CH:3]=[C:4]([NH:10][C:11]2[CH:16]=[N:15][CH:14]=[CH:13][N:12]=2)[C:5](=[O:9])[N:6]([CH3:8])[CH:7]=1)(=[O:19])[CH3:18], predict the reactants needed to synthesize it. The reactants are: Br[C:2]1[CH:3]=[C:4]([NH:10][C:11]2[CH:16]=[N:15][CH:14]=[CH:13][N:12]=2)[C:5](=[O:9])[N:6]([CH3:8])[CH:7]=1.[C:17]([O:20][CH2:21][C:22]1[C:23]([N:37]2[CH2:49][CH2:48][N:40]3[C:41]4[CH2:42][CH2:43][CH2:44][CH2:45][C:46]=4[CH:47]=[C:39]3[C:38]2=[O:50])=[N:24][CH:25]=[CH:26][C:27]=1B1OC(C)(C)C(C)(C)O1)(=[O:19])[CH3:18].[O-]P([O-])([O-])=O.[K+].[K+].[K+].C([O-])(=O)C.[Na+]. (2) Given the product [CH2:17]([Si:16]([CH2:21][CH3:22])([CH2:19][CH3:20])[C:10]1[CH:11]=[C:12]([CH3:15])[CH:13]=[CH:14][C:9]=1[O:8][CH3:7])[CH3:18], predict the reactants needed to synthesize it. The reactants are: CC([O-])(C)C.[K+].[CH3:7][O:8][C:9]1[CH:14]=[CH:13][C:12]([CH3:15])=[CH:11][CH:10]=1.[SiH:16]([CH2:21][CH3:22])([CH2:19][CH3:20])[CH2:17][CH3:18]. (3) Given the product [F:23][C:21]1[CH:20]=[C:19]([C:24]2[N:25]=[CH:26][C:27]([NH:30][C:13]([C@H:10]3[CH2:9][CH2:8][C@@H:7]([N:6]4[CH2:5][CH2:4][O:3][C:2]4=[O:1])[CH2:12][CH2:11]3)=[O:15])=[N:28][CH:29]=2)[CH:18]=[C:17]([F:16])[CH:22]=1, predict the reactants needed to synthesize it. The reactants are: [O:1]=[C:2]1[N:6]([C@@H:7]2[CH2:12][CH2:11][C@H:10]([C:13]([OH:15])=O)[CH2:9][CH2:8]2)[CH2:5][CH2:4][O:3]1.[F:16][C:17]1[CH:18]=[C:19]([C:24]2[N:25]=[CH:26][C:27]([NH2:30])=[N:28][CH:29]=2)[CH:20]=[C:21]([F:23])[CH:22]=1.